From a dataset of Peptide-MHC class I binding affinity with 185,985 pairs from IEDB/IMGT. Regression. Given a peptide amino acid sequence and an MHC pseudo amino acid sequence, predict their binding affinity value. This is MHC class I binding data. The peptide sequence is RILTIPQSL. The MHC is HLA-A68:02 with pseudo-sequence HLA-A68:02. The binding affinity (normalized) is 0.